Dataset: Forward reaction prediction with 1.9M reactions from USPTO patents (1976-2016). Task: Predict the product of the given reaction. Given the reactants [BH4-].[Na+].[CH3:3][O:4][C:5]1[C:6](=[O:15])[CH:7]=[C:8]([CH3:14])[C:9](=[O:13])[C:10]=1[O:11][CH3:12], predict the reaction product. The product is: [CH3:3][O:4][C:5]1[C:10]([O:11][CH3:12])=[C:9]([OH:13])[C:8]([CH3:14])=[CH:7][C:6]=1[OH:15].